This data is from Forward reaction prediction with 1.9M reactions from USPTO patents (1976-2016). The task is: Predict the product of the given reaction. Given the reactants [CH3:1][C:2]1[N:6]=[C:5]([CH3:7])[S:4][C:3]=1/[CH:8]=[CH:9]/[C:10](N(C)C)=O.[CH2:15]([NH:17][S:18]([C:21]1[CH:26]=[CH:25][C:24]([NH:27][C:28]([NH2:30])=[NH:29])=[CH:23][CH:22]=1)(=[O:20])=[O:19])[CH3:16].CC#N, predict the reaction product. The product is: [CH3:7][C:5]1[S:4][C:3]([C:8]2[CH:9]=[CH:10][N:30]=[C:28]([NH:27][C:24]3[CH:23]=[CH:22][C:21]([S:18]([NH:17][CH2:15][CH3:16])(=[O:20])=[O:19])=[CH:26][CH:25]=3)[N:29]=2)=[C:2]([CH3:1])[N:6]=1.